From a dataset of Blood-brain barrier permeability classification from the B3DB database. Regression/Classification. Given a drug SMILES string, predict its absorption, distribution, metabolism, or excretion properties. Task type varies by dataset: regression for continuous measurements (e.g., permeability, clearance, half-life) or binary classification for categorical outcomes (e.g., BBB penetration, CYP inhibition). Dataset: b3db_classification. (1) The compound is CNC[C@H](O)c1ccc(O)c(O)c1. The result is 0 (does not penetrate BBB). (2) The compound is CCCCCCCC1(CC)C(=O)NC(=O)NC1=O. The result is 1 (penetrates BBB). (3) The drug is CN(C)CCN1C(=O)C[C@@H](c2ccccc2)Sc2ccccc21. The result is 1 (penetrates BBB). (4) The drug is Nc1ccc(S(=O)(=O)N2CC3CCC(CC3)C2)cc1. The result is 1 (penetrates BBB). (5) The compound is COc1ccc2c3c([nH]c2c1)C1CC2C(CC(OC(=O)c4cc(OC)c(OC)c(OC)c4)C(OC)C2OC(C)=O)CN1CC3. The result is 1 (penetrates BBB). (6) The molecule is CCCCCC(N)C(O)(c1ccccc1)c1ccccc1. The result is 1 (penetrates BBB). (7) The molecule is CO/N=C(\C(=O)NC1C(=O)N2C(C(=O)O)=CCS[C@@H]12)c1csc(N)n1. The result is 0 (does not penetrate BBB). (8) The molecule is C[C@@H](O)[C@H]1C(=O)N2C(C(=O)O)=C(SCCN=CN)C[C@H]12. The result is 0 (does not penetrate BBB). (9) The drug is CC(=O)N[C@@H](CS)C(=O)O. The result is 0 (does not penetrate BBB). (10) The compound is C(=C/c1ccccc1)\CN1CCN(C(c2ccccc2)c2ccccc2)CC1. The result is 1 (penetrates BBB).